The task is: Predict the reactants needed to synthesize the given product.. This data is from Full USPTO retrosynthesis dataset with 1.9M reactions from patents (1976-2016). (1) Given the product [CH3:19][C:6]1[C:5]([CH2:4][C:3]([OH:2])=[O:20])=[C:9]([CH3:10])[N:8]([CH2:11][C:12]2[CH:17]=[CH:16][C:15]([C:30]#[C:29][C:26]3[CH:27]=[CH:28][C:23]([C:22]([F:21])([F:31])[F:32])=[CH:24][CH:25]=3)=[CH:14][CH:13]=2)[N:7]=1, predict the reactants needed to synthesize it. The reactants are: C[O:2][C:3](=[O:20])[CH2:4][C:5]1[C:6]([CH3:19])=[N:7][N:8]([CH2:11][C:12]2[CH:17]=[CH:16][C:15](Br)=[CH:14][CH:13]=2)[C:9]=1[CH3:10].[F:21][C:22]([F:32])([F:31])[C:23]1[CH:28]=[CH:27][C:26]([C:29]#[CH:30])=[CH:25][CH:24]=1.C(N(C(C)C)CC)(C)C.[OH-].[Na+].Cl. (2) Given the product [Br:12][C:5]1[CH:6]=[CH:7][C:2]([CH3:1])=[C:3]([N+:9]([O-:11])=[O:10])[C:4]=1[CH3:8], predict the reactants needed to synthesize it. The reactants are: [CH3:1][C:2]1[CH:7]=[CH:6][CH:5]=[C:4]([CH3:8])[C:3]=1[N+:9]([O-:11])=[O:10].[Br:12]N1C(=O)CCC1=O. (3) Given the product [Cl:1][C:2]1[CH:8]=[CH:7][C:5]([NH:6][C:10](=[O:12])[CH3:11])=[C:4]([F:9])[CH:3]=1, predict the reactants needed to synthesize it. The reactants are: [Cl:1][C:2]1[CH:8]=[CH:7][C:5]([NH2:6])=[C:4]([F:9])[CH:3]=1.[C:10](O)(=[O:12])[CH3:11]. (4) Given the product [F:13][C:14]1[CH:19]=[CH:18][C:17]([F:20])=[CH:16][C:15]=1[C:21]1[CH:26]=[C:25]([F:27])[CH:24]=[CH:23][C:22]=1[CH:28]([NH:30][S:9]([C:6]1[CH:7]=[CH:8][C:3]([O:2][CH3:1])=[CH:4][CH:5]=1)(=[O:11])=[O:10])[CH3:29], predict the reactants needed to synthesize it. The reactants are: [CH3:1][O:2][C:3]1[CH:8]=[CH:7][C:6]([S:9](Cl)(=[O:11])=[O:10])=[CH:5][CH:4]=1.[F:13][C:14]1[CH:19]=[CH:18][C:17]([F:20])=[CH:16][C:15]=1[C:21]1[CH:26]=[C:25]([F:27])[CH:24]=[CH:23][C:22]=1[CH:28]([NH2:30])[CH3:29].C(N(CC)CC)C. (5) Given the product [Br:1][C:2]1[CH:7]=[CH:6][C:5]([C:8]2[CH:13]=[CH:12][N:11]=[C:10]([NH:17][CH:18]3[CH2:19][C:20]([CH3:27])([CH3:26])[NH:21][C:22]([CH3:25])([CH3:24])[CH2:23]3)[N:9]=2)=[CH:4][CH:3]=1, predict the reactants needed to synthesize it. The reactants are: [Br:1][C:2]1[CH:7]=[CH:6][C:5]([C:8]2[CH:13]=[CH:12][N:11]=[C:10](S(C)=O)[N:9]=2)=[CH:4][CH:3]=1.[NH2:17][CH:18]1[CH2:23][C:22]([CH3:25])([CH3:24])[NH:21][C:20]([CH3:27])([CH3:26])[CH2:19]1. (6) Given the product [OH:34][CH:32]1[CH2:33][NH:29][C@H:30]([CH2:35][OH:36])[CH2:31]1.[CH3:89][CH:87]([CH2:86][CH2:85][CH2:84][C@H:83]([C@@H:82]1[C@:91]2([CH3:99])[C@H:79]([C@H:78]3[C@H:94]([CH2:93][CH2:92]2)[C@:95]2([CH3:98])[C:75]([CH2:74][C@H:73]([CH2:97][CH2:96]2)[OH:72])=[CH:76][CH2:77]3)[CH2:80][CH2:81]1)[CH3:90])[CH3:88].[P:70]([NH2:71])([O-:100])[O-:72], predict the reactants needed to synthesize it. The reactants are: CC12CCC(OC(=O)NCCCCCC([N:29]3[CH2:33][CH:32]([OH:34])[CH2:31][CH:30]3[CH:35](C3C=CC=CC=3)[O:36]C(C3C=CC(OC)=CC=3)C3C=CC(OC)=CC=3)=O)CC1=CCC1C2CCC2(C)C1CCC2CCCCCCCC.[P:70]([O:100]C[C@@H]1CC(O)CN1)([O:72][C@H:73]1[CH2:97][CH2:96][C@@:95]2([CH3:98])[C:75](=[CH:76][CH2:77][C@@H:78]3[C@@H:94]2[CH2:93][CH2:92][C@@:91]2([CH3:99])[C@H:79]3[CH2:80][CH2:81][C@@H:82]2[C@H:83]([CH3:90])[CH2:84][CH2:85][CH2:86][CH:87]([CH3:89])[CH3:88])[CH2:74]1)[NH2:71].C1(C)C=CC=CC=1.C(CCOP(N(C(C)C)C(C)C)N(C(C)C)C(C)C)#N.C(OCC)(=O)C. (7) Given the product [CH3:1][O:2][C:3]([C@H:5]1[CH2:6][CH2:7][C@H:8]([C:11]2[O:12][C:13]([Cl:17])=[C:14]([CH3:16])[N:15]=2)[CH2:9][CH2:10]1)=[O:4], predict the reactants needed to synthesize it. The reactants are: [CH3:1][O:2][C:3]([C@H:5]1[CH2:10][CH2:9][C@H:8]([C:11]2[O:12][CH:13]=[C:14]([CH3:16])[N:15]=2)[CH2:7][CH2:6]1)=[O:4].[Cl:17]N1C(=O)CCC1=O. (8) Given the product [Cl:1][C:2]1[CH:3]=[CH:4][C:5]([CH:8]([C:20]2[CH:21]=[CH:22][C:23]([Cl:26])=[CH:24][CH:25]=2)[C:9]2[CH:10]=[C:11]3[C:16](=[CH:17][CH:18]=2)[N:15]=[CH:14][N:13]=[C:12]3[NH:43][CH:40]2[CH2:41][CH2:42][N:37]([C:34]3[CH:35]=[CH:36][C:31]([O:30][CH3:29])=[CH:32][CH:33]=3)[CH2:38][CH2:39]2)=[CH:6][CH:7]=1, predict the reactants needed to synthesize it. The reactants are: [Cl:1][C:2]1[CH:7]=[CH:6][C:5]([CH:8]([C:20]2[CH:25]=[CH:24][C:23]([Cl:26])=[CH:22][CH:21]=2)[C:9]2[CH:10]=[C:11]3[C:16](=[CH:17][CH:18]=2)[N:15]=[CH:14][N:13]=[C:12]3Cl)=[CH:4][CH:3]=1.Cl.Cl.[CH3:29][O:30][C:31]1[CH:36]=[CH:35][C:34]([N:37]2[CH2:42][CH2:41][CH:40]([NH2:43])[CH2:39][CH2:38]2)=[CH:33][CH:32]=1.CC(O)C. (9) Given the product [CH3:3][P:2](=[O:5])([CH3:4])[CH2:10][C:11]1[CH:16]=[CH:15][CH:14]=[C:13]([N+:17]([O-:19])=[O:18])[CH:12]=1, predict the reactants needed to synthesize it. The reactants are: Cl[P:2]([CH3:4])[CH3:3].[O-:5]CC.[Na+].Br[CH2:10][C:11]1[CH:16]=[CH:15][CH:14]=[C:13]([N+:17]([O-:19])=[O:18])[CH:12]=1. (10) Given the product [CH3:29][O:28][C:24](=[O:27])/[CH:25]=[CH:26]/[C:2]1[CH:7]=[N:6][C:5]([CH:8]=[O:9])=[CH:4][CH:3]=1, predict the reactants needed to synthesize it. The reactants are: Br[C:2]1[CH:3]=[CH:4][C:5]([CH:8]=[O:9])=[N:6][CH:7]=1.CN(C1CCCCC1)C1CCCCC1.[C:24]([O:28][CH3:29])(=[O:27])[CH:25]=[CH2:26].